The task is: Predict the reaction yield, written as a fraction of the theoretical maximum amount of product (1.0 means a 100% yield; for example, 0.34 means a 34% yield).. This data is from Reaction yield outcomes from USPTO patents with 853,638 reactions. (1) The reactants are [C:1]12([C:11]([NH:13][CH:14]([C:18]3[CH:28]=[CH:27][C:21]([C:22]([O:24]CC)=O)=[CH:20][CH:19]=3)[CH:15]([CH3:17])[CH3:16])=[O:12])[CH2:10][CH:5]3[CH2:6][CH:7]([CH2:9][CH:3]([CH2:4]3)[CH2:2]1)[CH2:8]2.[OH-:29].[K+].Cl.[NH2:32]O.CO. The catalyst is C(O)(=O)C. The product is [OH:29][NH:32][C:22]([C:21]1[CH:20]=[CH:19][C:18]([CH:14]([NH:13][C:11]([C:1]23[CH2:10][CH:5]4[CH2:4][CH:3]([CH2:9][CH:7]([CH2:6]4)[CH2:8]2)[CH2:2]3)=[O:12])[CH:15]([CH3:16])[CH3:17])=[CH:28][CH:27]=1)=[O:24]. The yield is 0.150. (2) The reactants are Cl.C(O[C:5]([C:7]1[CH:8]=[C:9]2[C:13](=[CH:14][CH:15]=1)[NH:12][N:11]=[C:10]2[C:16]1[CH:25]=[CH:24][C:23]2[C:18](=[CH:19][CH:20]=[C:21]([O:26][CH2:27][CH2:28][N:29]3[CH2:34][CH2:33][CH2:32][CH2:31][CH2:30]3)[CH:22]=2)[CH:17]=1)=[NH:6])C.[N:35]1([CH2:41][C:42]([NH:44][NH2:45])=O)[CH2:40][CH2:39][O:38][CH2:37][CH2:36]1.C(N(CC)CC)C. The catalyst is CO. The product is [N:35]1([CH2:41][C:42]2[NH:44][N:45]=[C:5]([C:7]3[CH:8]=[C:9]4[C:13](=[CH:14][CH:15]=3)[NH:12][N:11]=[C:10]4[C:16]3[CH:25]=[CH:24][C:23]4[C:18](=[CH:19][CH:20]=[C:21]([O:26][CH2:27][CH2:28][N:29]5[CH2:30][CH2:31][CH2:32][CH2:33][CH2:34]5)[CH:22]=4)[CH:17]=3)[N:6]=2)[CH2:40][CH2:39][O:38][CH2:37][CH2:36]1. The yield is 0.170. (3) The reactants are [CH2:1]([N:4]([CH2:6][CH2:7][CH2:8][CH2:9][O:10][C:11]1[CH:12]=[C:13]2[C:17](=[CH:18][C:19]=1[F:20])[N:16]([C:21]1[CH:26]=[CH:25][C:24]([Cl:27])=[CH:23][CH:22]=1)[CH:15]=[CH:14]2)[CH3:5])[CH:2]=[CH2:3].[OH-].[Na+]. The catalyst is CC(O)=O.C(O)(C(F)(F)F)=O. The product is [CH2:1]([N:4]([CH2:6][CH2:7][CH2:8][CH2:9][O:10][C:11]1[CH:12]=[C:13]2[C:17](=[CH:18][C:19]=1[F:20])[N:16]([C:21]1[CH:22]=[CH:23][C:24]([Cl:27])=[CH:25][CH:26]=1)[CH2:15][CH2:14]2)[CH3:5])[CH:2]=[CH2:3]. The yield is 0.800. (4) The reactants are [F:1][C:2]1[CH:3]=[C:4]([C@H:10]2[CH2:14][CH2:13][CH2:12][C@@H:11]2[OH:15])[CH:5]=[C:6]([F:9])[C:7]=1[F:8].CC(OI1(OC(C)=O)(OC(C)=O)OC(=O)C2C=CC=CC1=2)=O. The catalyst is C(Cl)Cl. The product is [F:1][C:2]1[CH:3]=[C:4]([CH:10]2[CH2:14][CH2:13][CH2:12][C:11]2=[O:15])[CH:5]=[C:6]([F:9])[C:7]=1[F:8]. The yield is 0.313. (5) The reactants are [C:1]([C:5]1[NH:6][C:7]([C:11]([O:13][CH2:14][CH3:15])=[O:12])=[C:8](I)[N:9]=1)([CH3:4])([CH3:3])[CH3:2].[C:37]1([CH3:42])[C:38](C(P(C([C:36]2[C:37]([CH3:42])=[CH:38][CH:39]=[CH:40][CH:41]=2)=O)[C:42]([C:37]2[C:38](C)=[CH:39][CH:40]=[CH:41][CH:36]=2)=O)=O)=[CH:39][CH:40]=[CH:41][CH:36]=1.[CH:44](C1C=CN=CC=1)=C.C(N(CC)CC)C. The catalyst is CN(C=O)C.C([O-])(=O)C.[Pd+2].C([O-])(=O)C.C(OCC)(=O)C.O. The product is [C:1]([C:5]1[NH:6][C:7]([C:11]([O:13][CH2:14][CH3:15])=[O:12])=[C:8](/[CH:44]=[CH:42]/[C:37]2[CH:36]=[CH:41][CH:40]=[CH:39][CH:38]=2)[N:9]=1)([CH3:4])([CH3:3])[CH3:2]. The yield is 0.370. (6) No catalyst specified. The yield is 0.920. The reactants are [CH3:1][N:2]([CH2:13][C:14]1[N:18]([CH2:19][C@H:20]2[CH2:25][CH2:24][CH2:23][N:22]([CH2:26][C@H:27]3[CH2:31][CH2:30][CH2:29][NH:28]3)[CH2:21]2)[C:17]2[CH:32]=[CH:33][CH:34]=[CH:35][C:16]=2[N:15]=1)[C@@H:3]1[C:12]2[N:11]=[CH:10][CH:9]=[CH:8][C:7]=2[CH2:6][CH2:5][CH2:4]1.[CH3:36]N(CC1N(CC2CCCN(C)C2)C2C=CC=CC=2N=1)C1C2N=CC=CC=2CCC1. The product is [CH3:1][N:2]([CH2:13][C:14]1[N:18]([CH2:19][C@H:20]2[CH2:25][CH2:24][CH2:23][N:22]([CH2:26][C@H:27]3[CH2:31][CH2:30][CH2:29][N:28]3[CH3:36])[CH2:21]2)[C:17]2[CH:32]=[CH:33][CH:34]=[CH:35][C:16]=2[N:15]=1)[C@@H:3]1[C:12]2[N:11]=[CH:10][CH:9]=[CH:8][C:7]=2[CH2:6][CH2:5][CH2:4]1. (7) The reactants are Cl.[CH:2]1([CH2:5][NH:6][N:7]2[C:16]3[C:11](=[CH:12][CH:13]=[CH:14][CH:15]=3)[C:10]([OH:17])=[C:9]([C:18]3[NH:23][C:22]4[CH:24]=[CH:25][C:26]([O:28][CH2:29][C:30]#[N:31])=[CH:27][C:21]=4[S:20](=[O:33])(=[O:32])[N:19]=3)[C:8]2=[O:34])[CH2:4][CH2:3]1.[CH3:35][OH:36]. No catalyst specified. The product is [CH:2]1([CH2:5][NH:6][N:7]2[C:16]3[C:11](=[CH:12][CH:13]=[CH:14][CH:15]=3)[C:10]([OH:17])=[C:9]([C:18]3[NH:23][C:22]4[CH:24]=[CH:25][C:26]([O:28][CH2:29][C:30](=[NH:31])[O:36][CH3:35])=[CH:27][C:21]=4[S:20](=[O:33])(=[O:32])[N:19]=3)[C:8]2=[O:34])[CH2:3][CH2:4]1. The yield is 1.00.